From a dataset of Full USPTO retrosynthesis dataset with 1.9M reactions from patents (1976-2016). Predict the reactants needed to synthesize the given product. (1) Given the product [C:17]([O:21][C:22]([N:24]1[CH2:29][CH2:28][N:27]([C:7](=[O:9])[CH:6]=[CH:5][C:4]2[CH:10]=[CH:11][CH:12]=[C:2]([Cl:1])[CH:3]=2)[CH:26]([C:30]([OH:32])=[O:31])[CH2:25]1)=[O:23])([CH3:20])([CH3:18])[CH3:19], predict the reactants needed to synthesize it. The reactants are: [Cl:1][C:2]1[CH:3]=[C:4]([CH:10]=[CH:11][CH:12]=1)[CH:5]=[CH:6][C:7]([OH:9])=O.S(Cl)(Cl)=O.[C:17]([O:21][C:22]([N:24]1[CH2:29][CH2:28][NH:27][CH:26]([C:30]([OH:32])=[O:31])[CH2:25]1)=[O:23])([CH3:20])([CH3:19])[CH3:18].C(=O)([O-])[O-].[Na+].[Na+]. (2) Given the product [ClH:42].[CH2:1]([N:3]1[C:8]2[N:9]=[C:10]([NH:13][C:14]3[CH:19]=[CH:18][C:17]([CH:20]4[CH2:21][CH2:22][N:23]([CH2:26][CH2:27][C:28]([F:31])([F:30])[F:29])[CH2:24][CH2:25]4)=[CH:16][C:15]=3[O:32][CH3:33])[N:11]=[CH:12][C:7]=2[C:6](=[O:34])[C:5]([C:35]([NH2:37])=[O:36])=[C:4]1[NH:38][CH3:39])[CH3:2], predict the reactants needed to synthesize it. The reactants are: [CH2:1]([N:3]1[C:8]2[N:9]=[C:10]([NH:13][C:14]3[CH:19]=[CH:18][C:17]([CH:20]4[CH2:25][CH2:24][N:23]([CH2:26][CH2:27][C:28]([F:31])([F:30])[F:29])[CH2:22][CH2:21]4)=[CH:16][C:15]=3[O:32][CH3:33])[N:11]=[CH:12][C:7]=2[C:6](=[O:34])[C:5]([C:35]([NH2:37])=[O:36])=[C:4]1[NH:38][CH3:39])[CH3:2].CC[Cl:42].CCOCC. (3) Given the product [CH3:1][O:2][C:3](=[O:27])[C:4]1[CH:5]=[CH:6][C:7]([CH:10]=[CH:11][C:12]2[C:21]([CH2:22][Br:28])=[CH:20][C:19]3[C:18]([CH3:23])([CH3:24])[CH2:17][CH2:16][C:15]([CH3:26])([CH3:25])[C:14]=3[CH:13]=2)=[CH:8][CH:9]=1, predict the reactants needed to synthesize it. The reactants are: [CH3:1][O:2][C:3](=[O:27])[C:4]1[CH:9]=[CH:8][C:7](/[CH:10]=[CH:11]/[C:12]2[C:21]([CH3:22])=[CH:20][C:19]3[C:18]([CH3:24])([CH3:23])[CH2:17][CH2:16][C:15]([CH3:26])([CH3:25])[C:14]=3[CH:13]=2)=[CH:6][CH:5]=1.[Br:28]N1C(=O)CCC1=O.S(=O)(O)[O-].[Na+].